Dataset: Full USPTO retrosynthesis dataset with 1.9M reactions from patents (1976-2016). Task: Predict the reactants needed to synthesize the given product. The reactants are: [F:1][C:2]1([F:37])[CH2:7][CH2:6][N:5]([CH2:8][CH2:9][O:10][C:11]2[CH:16]=[CH:15][N:14]3[N:17]=[C:18]([CH3:36])[C:19]([C:20]4[S:21][C:22]([C:31]5[N:35]=[CH:34][NH:33][N:32]=5)=[C:23]([C:25]5[CH:30]=[CH:29][CH:28]=[CH:27][CH:26]=5)[N:24]=4)=[C:13]3[CH:12]=2)[CH2:4][CH2:3]1.O.[C:39]1([CH3:49])[CH:44]=[CH:43][C:42]([S:45]([OH:48])(=[O:47])=[O:46])=[CH:41][CH:40]=1. Given the product [C:39]1([CH3:49])[CH:40]=[CH:41][C:42]([S:45]([OH:48])(=[O:46])=[O:47])=[CH:43][CH:44]=1.[C:39]1([CH3:49])[CH:40]=[CH:41][C:42]([S:45]([OH:48])(=[O:46])=[O:47])=[CH:43][CH:44]=1.[F:37][C:2]1([F:1])[CH2:3][CH2:4][N:5]([CH2:8][CH2:9][O:10][C:11]2[CH:16]=[CH:15][N:14]3[N:17]=[C:18]([CH3:36])[C:19]([C:20]4[S:21][C:22]([C:31]5[N:35]=[CH:34][NH:33][N:32]=5)=[C:23]([C:25]5[CH:30]=[CH:29][CH:28]=[CH:27][CH:26]=5)[N:24]=4)=[C:13]3[CH:12]=2)[CH2:6][CH2:7]1, predict the reactants needed to synthesize it.